Predict the product of the given reaction. From a dataset of Forward reaction prediction with 1.9M reactions from USPTO patents (1976-2016). Given the reactants [C:1](C1C=CC(C#N)=CN=1)(C)(C)C.[C:13]([C:17]1[CH:24]=[CH:23][C:20]([C:21]#[N:22])=[C:19]([CH3:25])[N:18]=1)([CH3:16])([CH3:15])[CH3:14].C[Mg+].[Br-].C1(C)C=CC=CC=1.C1COCC1.[BH4-].[Na+], predict the reaction product. The product is: [C:13]([C:17]1[N:18]=[C:19]([CH3:25])[C:20]([CH:21]([NH2:22])[CH3:1])=[CH:23][CH:24]=1)([CH3:16])([CH3:15])[CH3:14].